From a dataset of Full USPTO retrosynthesis dataset with 1.9M reactions from patents (1976-2016). Predict the reactants needed to synthesize the given product. (1) Given the product [C:1]([O:5][C:6]([N:8]1[CH2:13][CH2:12][N:11]([C:14]2[CH:19]=[CH:18][CH:17]=[C:16]3[C:15]=2[NH:21][CH:24]=[CH:20]3)[CH2:10][CH2:9]1)=[O:7])([CH3:4])([CH3:3])[CH3:2], predict the reactants needed to synthesize it. The reactants are: [C:1]([O:5][C:6]([N:8]1[CH2:13][CH2:12][N:11]([C:14]2[CH:19]=[CH:18][CH:17]=[C:16]([CH3:20])[C:15]=2[N+:21]([O-])=O)[CH2:10][CH2:9]1)=[O:7])([CH3:4])([CH3:3])[CH3:2].[CH3:24]OC(OC)N(C)C.N1CCCC1. (2) Given the product [Cl:22][C:23]1[CH:24]=[C:25]([NH:26][C:2]2[CH:3]=[C:4]([NH:8][CH:9]3[CH2:14][CH2:13][CH2:12][NH:11][CH2:10]3)[N:5]=[CH:6][N:7]=2)[CH:27]=[CH:28][C:29]=1[F:30], predict the reactants needed to synthesize it. The reactants are: Cl[C:2]1[N:7]=[CH:6][N:5]=[C:4]([NH:8][CH:9]2[CH2:14][CH2:13][CH2:12][N:11](C(OC(C)(C)C)=O)[CH2:10]2)[CH:3]=1.[Cl:22][C:23]1[CH:24]=[C:25]([CH:27]=[CH:28][C:29]=1[F:30])[NH2:26]. (3) Given the product [F:1][C:2]1[C:3]2[CH:4]=[C:5]3[C:14]4[N:15]=[C:16]([C:19]5[C:20]([N:39]([CH3:44])[S:40]([CH3:43])(=[O:42])=[O:41])=[CH:21][C:22]6[O:26][C:25]([C:27]7[CH:28]=[CH:29][C:30]([F:33])=[CH:31][CH:32]=7)=[C:24]([C:34]([N:36]([CH3:37])[C:51](=[O:52])[O:53][CH2:54][CH3:55])=[O:35])[C:23]=6[CH:38]=5)[CH:17]=[CH:18][C:13]=4[O:12][CH2:11][N:6]3[C:7]=2[CH:8]=[CH:9][CH:10]=1, predict the reactants needed to synthesize it. The reactants are: [F:1][C:2]1[C:3]2[CH:4]=[C:5]3[C:14]4[N:15]=[C:16]([C:19]5[C:20]([N:39]([CH3:44])[S:40]([CH3:43])(=[O:42])=[O:41])=[CH:21][C:22]6[O:26][C:25]([C:27]7[CH:32]=[CH:31][C:30]([F:33])=[CH:29][CH:28]=7)=[C:24]([C:34]([NH:36][CH3:37])=[O:35])[C:23]=6[CH:38]=5)[CH:17]=[CH:18][C:13]=4[O:12][CH2:11][N:6]3[C:7]=2[CH:8]=[CH:9][CH:10]=1.C([Li])CCC.Cl[C:51]([O:53][CH2:54][CH3:55])=[O:52]. (4) Given the product [Br:1][C:2]1[C:3]2[N:12]([C:13]3[C:18]([F:19])=[CH:17][CH:16]=[CH:15][C:14]=3[F:20])[N:11]=[C:10]([C:21]3[CH:26]=[CH:25][C:24]([CH2:27][C:28]([OH:30])=[O:29])=[CH:23][CH:22]=3)[C:4]=2[C:5]([O:8][CH3:9])=[N:6][CH:7]=1, predict the reactants needed to synthesize it. The reactants are: [Br:1][C:2]1[C:3]2[N:12]([C:13]3[C:18]([F:19])=[CH:17][CH:16]=[CH:15][C:14]=3[F:20])[N:11]=[C:10]([C:21]3[CH:26]=[CH:25][C:24]([CH2:27][C:28]([O:30]C)=[O:29])=[CH:23][CH:22]=3)[C:4]=2[C:5]([O:8][CH3:9])=[N:6][CH:7]=1.COCCOC.C1COCC1.[OH-].[Na+].